Dataset: Peptide-MHC class I binding affinity with 185,985 pairs from IEDB/IMGT. Task: Regression. Given a peptide amino acid sequence and an MHC pseudo amino acid sequence, predict their binding affinity value. This is MHC class I binding data. (1) The peptide sequence is GYRMYVGGV. The MHC is H-2-Kb with pseudo-sequence H-2-Kb. The binding affinity (normalized) is 0.0860. (2) The peptide sequence is RPALVVDTP. The binding affinity (normalized) is 0.0847. The MHC is HLA-A02:06 with pseudo-sequence HLA-A02:06. (3) The peptide sequence is DWSGYSGSF. The MHC is HLA-A26:02 with pseudo-sequence HLA-A26:02. The binding affinity (normalized) is 0.247. (4) The peptide sequence is VQTVRTQVY. The MHC is HLA-A11:01 with pseudo-sequence HLA-A11:01. The binding affinity (normalized) is 0.0103.